From a dataset of Peptide-MHC class I binding affinity with 185,985 pairs from IEDB/IMGT. Regression. Given a peptide amino acid sequence and an MHC pseudo amino acid sequence, predict their binding affinity value. This is MHC class I binding data. (1) The peptide sequence is LTALRLCAY. The MHC is HLA-A23:01 with pseudo-sequence HLA-A23:01. The binding affinity (normalized) is 0.180. (2) The peptide sequence is GRQEKNPAL. The MHC is HLA-A03:01 with pseudo-sequence HLA-A03:01. The binding affinity (normalized) is 0.0847. (3) The peptide sequence is KVGNFTGLY. The MHC is HLA-A68:02 with pseudo-sequence HLA-A68:02. The binding affinity (normalized) is 0.0136. (4) The peptide sequence is FENKSETWPV. The MHC is Mamu-A11 with pseudo-sequence Mamu-A11. The binding affinity (normalized) is 0.925. (5) The peptide sequence is RIAQGVLQR. The MHC is HLA-A11:01 with pseudo-sequence HLA-A11:01. The binding affinity (normalized) is 0.571.